This data is from NCI-60 drug combinations with 297,098 pairs across 59 cell lines. The task is: Regression. Given two drug SMILES strings and cell line genomic features, predict the synergy score measuring deviation from expected non-interaction effect. Drug 1: C1CC(CCC1OC2=C(C(=CC=C2)Cl)F)(CC3=NC(=CC=C3)NC4=NC=CS4)C(=O)O. Drug 2: CN1C=C(C=N1)C2=C3N=C(C(=C(N3N=C2)N)Br)C4CCCNC4. Cell line: UACC62. Synergy scores: CSS=31.7, Synergy_ZIP=-6.06, Synergy_Bliss=-0.280, Synergy_Loewe=0.826, Synergy_HSA=3.13.